Dataset: Reaction yield outcomes from USPTO patents with 853,638 reactions. Task: Predict the reaction yield, written as a fraction of the theoretical maximum amount of product (1.0 means a 100% yield; for example, 0.34 means a 34% yield). (1) The reactants are [CH3:1][C:2]1[CH:3]=[CH:4][C:5]([N+:11]([O-:13])=[O:12])=[C:6]([CH:10]=1)[C:7]([OH:9])=[O:8].S(=O)(=O)(O)O.[C:19](OCC)(=O)C.CCCCCC. The catalyst is CO. The product is [CH3:1][C:2]1[CH:3]=[CH:4][C:5]([N+:11]([O-:13])=[O:12])=[C:6]([CH:10]=1)[C:7]([O:9][CH3:19])=[O:8]. The yield is 0.930. (2) The reactants are [NH:1]1[CH2:5][CH2:4][CH2:3][CH:2]1[C:6]([OH:8])=O.[CH3:9][C:10]1[N:11]=[C:12]([NH2:21])[S:13][C:14]=1[CH2:15][CH2:16][O:17][N+:18]([O-:20])=[O:19]. No catalyst specified. The product is [CH3:9][C:10]1[N:11]=[C:12]([NH:21][C:6]([CH:2]2[CH2:3][CH2:4][CH2:5][NH:1]2)=[O:8])[S:13][C:14]=1[CH2:15][CH2:16][O:17][N+:18]([O-:20])=[O:19]. The yield is 0.550. (3) The reactants are [CH3:1][CH:2]([CH3:26])[CH2:3][CH:4]([NH:15][C:16]1[CH:25]=[CH:24][C:19]([C:20]([O:22]C)=[O:21])=[CH:18][CH:17]=1)[C:5]1[O:6][C:7]2[CH:14]=[CH:13][CH:12]=[CH:11][C:8]=2[C:9]=1[CH3:10].O1CCCC1.[OH-].[Na+]. The catalyst is C(O)C. The product is [CH3:1][CH:2]([CH3:26])[CH2:3][CH:4]([NH:15][C:16]1[CH:17]=[CH:18][C:19]([C:20]([OH:22])=[O:21])=[CH:24][CH:25]=1)[C:5]1[O:6][C:7]2[CH:14]=[CH:13][CH:12]=[CH:11][C:8]=2[C:9]=1[CH3:10]. The yield is 0.800. (4) The reactants are ClC(OC(Cl)C)=O.C([N:15]1[CH2:24][CH2:23][C:22]2[N:21]=[C:20]3[CH:25]=[CH:26][C:27]([C:29]#[N:30])=[CH:28][C:19]3=[C:18]([Cl:31])[C:17]=2[CH2:16]1)C1C=CC=CC=1. The catalyst is ClCCCl. The product is [Cl:31][C:18]1[C:17]2[CH2:16][NH:15][CH2:24][CH2:23][C:22]=2[N:21]=[C:20]2[CH:25]=[CH:26][C:27]([C:29]#[N:30])=[CH:28][C:19]=12. The yield is 0.620. (5) The reactants are [CH:1]([CH:4]1[C:9]([O:10][CH3:11])=[N:8][CH2:7][C:6]([O:12][CH3:13])=[N:5]1)([CH3:3])[CH3:2].C([Li])CCC.I[CH2:20][CH2:21][C:22]([F:25])([F:24])[F:23]. The catalyst is C1COCC1.C(OCC)(=O)C. The product is [CH:1]([CH:4]1[C:9]([O:10][CH3:11])=[N:8][CH:7]([CH2:20][CH2:21][C:22]([F:25])([F:24])[F:23])[C:6]([O:12][CH3:13])=[N:5]1)([CH3:3])[CH3:2]. The yield is 0.590.